Dataset: Catalyst prediction with 721,799 reactions and 888 catalyst types from USPTO. Task: Predict which catalyst facilitates the given reaction. (1) Reactant: [F:1][C:2]([F:16])([F:15])[C:3]1[CH:4]=[C:5]([CH:8]=[C:9]([C:11]([F:14])([F:13])[F:12])[CH:10]=1)[CH:6]=[O:7].[CH2:17]([Mg]Br)[CH:18]=[CH2:19].[NH4+].[Cl-]. Product: [F:1][C:2]([F:15])([F:16])[C:3]1[CH:4]=[C:5]([CH:6]([OH:7])[CH2:19][CH:18]=[CH2:17])[CH:8]=[C:9]([C:11]([F:14])([F:12])[F:13])[CH:10]=1. The catalyst class is: 1. (2) Reactant: [CH3:1][C:2]1[C:6]([C:7]2[CH:8]=[CH:9][C:10]3[N:11]([C:13]([C:16]([NH:18][C:19]4[CH:24]=[C:23]([C:25]5[N:29]=[C:28]([CH3:30])[O:27][N:26]=5)[CH:22]=[CH:21][C:20]=4[CH3:31])=[O:17])=[CH:14][N:15]=3)[CH:12]=2)=[C:5]([CH3:32])[NH:4][N:3]=1.[CH3:33][S:34](Cl)(=[O:36])=[O:35]. Product: [CH3:1][C:2]1[C:6]([C:7]2[CH:8]=[CH:9][C:10]3[N:11]([C:13]([C:16]([NH:18][C:19]4[CH:24]=[C:23]([C:25]5[N:29]=[C:28]([CH3:30])[O:27][N:26]=5)[CH:22]=[CH:21][C:20]=4[CH3:31])=[O:17])=[CH:14][N:15]=3)[CH:12]=2)=[C:5]([CH3:32])[N:4]([S:34]([CH3:33])(=[O:36])=[O:35])[N:3]=1. The catalyst class is: 17. (3) Reactant: [NH:1]1[CH:5]=[CH:4][CH:3]=[N:2]1.[CH2:6]([O:8][C:9]([C:11]1[N:12]=[C:13]2[CH:18]=[CH:17][C:16](I)=[CH:15][N:14]2[CH:20]=1)=[O:10])[CH3:7].C([O-])([O-])=O.[Cs+].[Cs+]. Product: [CH2:6]([O:8][C:9]([C:11]1[N:12]=[C:13]2[CH:18]=[CH:17][C:16]([N:1]3[CH:5]=[CH:4][CH:3]=[N:2]3)=[CH:15][N:14]2[CH:20]=1)=[O:10])[CH3:7]. The catalyst class is: 10. (4) Reactant: [CH3:1][C:2]1([C:17]([O:19]C)=[O:18])[CH2:7][CH2:6][CH:5]([O:8][CH2:9][O:10][CH2:11][CH2:12][Si:13]([CH3:16])([CH3:15])[CH3:14])[CH2:4][CH2:3]1.[OH-].[Na+].Cl. Product: [CH3:1][C:2]1([C:17]([OH:19])=[O:18])[CH2:3][CH2:4][CH:5]([O:8][CH2:9][O:10][CH2:11][CH2:12][Si:13]([CH3:14])([CH3:15])[CH3:16])[CH2:6][CH2:7]1. The catalyst class is: 24. (5) Reactant: [O:1]=[C:2]1[NH:11][C:10]2[N:9]=[C:8]([O:12][CH2:13][CH2:14][CH2:15][CH:16]=O)[CH:7]=[CH:6][C:5]=2[CH:4]=[CH:3]1.Cl.[Cl:19][C:20]1[C:25]([Cl:26])=[CH:24][CH:23]=[CH:22][C:21]=1[N:27]1[CH2:32][CH2:31][NH:30][CH2:29][CH2:28]1.CCN(CC)CC.[BH-](OC(C)=O)(OC(C)=O)OC(C)=O.[Na+]. Product: [Cl:19][C:20]1[C:25]([Cl:26])=[CH:24][CH:23]=[CH:22][C:21]=1[N:27]1[CH2:32][CH2:31][N:30]([CH2:16][CH2:15][CH2:14][CH2:13][O:12][C:8]2[N:9]=[C:10]3[C:5]([CH:4]=[CH:3][C:2](=[O:1])[NH:11]3)=[CH:6][CH:7]=2)[CH2:29][CH2:28]1. The catalyst class is: 68.